From a dataset of Reaction yield outcomes from USPTO patents with 853,638 reactions. Predict the reaction yield, written as a fraction of the theoretical maximum amount of product (1.0 means a 100% yield; for example, 0.34 means a 34% yield). (1) The reactants are [N:1]1([CH2:7][CH2:8][O:9][C:10]2[CH:15]=[CH:14][C:13]([C:16]3[C:24]4[C:19](=[CH:20][CH:21]=[C:22]([C:25]#[N:26])[CH:23]=4)[NH:18][N:17]=3)=[CH:12][CH:11]=2)[CH2:6][CH2:5][O:4][CH2:3][CH2:2]1.[N:27]([Sn](CCCC)(CCCC)CCCC)=[N+:28]=[N-:29]. The catalyst is C1(C)C=CC=CC=1. The product is [NH:27]1[C:25]([C:22]2[CH:23]=[C:24]3[C:19](=[CH:20][CH:21]=2)[NH:18][N:17]=[C:16]3[C:13]2[CH:12]=[CH:11][C:10]([O:9][CH2:8][CH2:7][N:1]3[CH2:6][CH2:5][O:4][CH2:3][CH2:2]3)=[CH:15][CH:14]=2)=[N:26][N:29]=[N:28]1. The yield is 0.0890. (2) The reactants are Br[C:2]1[C:7]([C:8]([O:10][CH2:11][CH3:12])=[O:9])=[C:6](Cl)[CH:5]=[CH:4][N:3]=1.[CH2:14]([Zn]CC)[CH3:15].O.Cl.O1CCO[CH2:23][CH2:22]1. The catalyst is Cl[Pd]Cl. The product is [CH2:14]([C:2]1[C:7]([C:8]([O:10][CH2:11][CH3:12])=[O:9])=[C:6]([CH2:22][CH3:23])[CH:5]=[CH:4][N:3]=1)[CH3:15]. The yield is 0.460. (3) The reactants are Br[C:2]1[CH:3]=[N:4][C:5]([C:8]2[CH:13]=[CH:12][C:11]([CH2:14][C@H:15]([NH:23][C:24](=[O:35])[C:25]3[CH:30]=[CH:29][C:28]([C:31]([CH3:34])([CH3:33])[CH3:32])=[CH:27][CH:26]=3)[C:16]([O:18]C(C)(C)C)=[O:17])=[CH:10][CH:9]=2)=[N:6][CH:7]=1.CC(C)([O-])C.[Na+].Cl.[C:43]([CH:47]1[CH2:52][CH2:51][NH:50][CH2:49][CH2:48]1)([CH3:46])([CH3:45])[CH3:44].C1(P(C2CCCCC2)C2C=CC=CC=2C2C=CC=CC=2N(C)C)CCCCC1. The catalyst is O1CCOCC1.CC(=O)OCC.C1C=CC(/C=C/C(/C=C/C2C=CC=CC=2)=O)=CC=1.C1C=CC(/C=C/C(/C=C/C2C=CC=CC=2)=O)=CC=1.C1C=CC(/C=C/C(/C=C/C2C=CC=CC=2)=O)=CC=1.[Pd].[Pd]. The product is [C:31]([C:28]1[CH:29]=[CH:30][C:25]([C:24]([NH:23][C@@H:15]([CH2:14][C:11]2[CH:10]=[CH:9][C:8]([C:5]3[N:6]=[CH:7][C:2]([N:50]4[CH2:51][CH2:52][CH:47]([C:43]([CH3:46])([CH3:45])[CH3:44])[CH2:48][CH2:49]4)=[CH:3][N:4]=3)=[CH:13][CH:12]=2)[C:16]([OH:18])=[O:17])=[O:35])=[CH:26][CH:27]=1)([CH3:32])([CH3:34])[CH3:33]. The yield is 0.0600. (4) The reactants are [F:1][C:2]1([F:14])[CH2:7][CH2:6][CH:5]([CH2:8][C:9]([O:11][CH2:12][CH3:13])=[O:10])[CH2:4][CH2:3]1.[Li+].[CH3:16]C([N-]C(C)C)C.CI. The catalyst is C1COCC1. The product is [F:1][C:2]1([F:14])[CH2:3][CH2:4][CH:5]([CH:8]([CH3:16])[C:9]([O:11][CH2:12][CH3:13])=[O:10])[CH2:6][CH2:7]1. The yield is 0.500. (5) The reactants are CCN(C(C)C)C(C)C.[NH2:10][CH2:11][CH:12]([C:14]1[CH:19]=[CH:18][CH:17]=[CH:16][CH:15]=1)[OH:13].[CH:20]1([CH3:32])[CH2:25][CH2:24][CH:23]([CH:26]([CH3:28])[CH3:27])[CH:22]([C:29](Cl)=[O:30])[CH2:21]1.Cl. The catalyst is C(Cl)Cl. The product is [OH:13][CH:12]([C:14]1[CH:19]=[CH:18][CH:17]=[CH:16][CH:15]=1)[CH2:11][NH:10][C:29]([CH:22]1[CH2:21][CH:20]([CH3:32])[CH2:25][CH2:24][CH:23]1[CH:26]([CH3:28])[CH3:27])=[O:30]. The yield is 0.850.